The task is: Predict the product of the given reaction.. This data is from Forward reaction prediction with 1.9M reactions from USPTO patents (1976-2016). Given the reactants [Si:1]([O:8][CH2:9][C@@H:10]1[CH:15]=[C:14]([I:16])[C:13](=[O:17])[CH2:12][N:11]1[C:18]([O:20][C:21]([CH3:24])([CH3:23])[CH3:22])=[O:19])([C:4]([CH3:7])([CH3:6])[CH3:5])([CH3:3])[CH3:2].[Si](OC[C@@H]1C=C(C)[C@H](O)CN1C(OC(C)(C)C)=O)(C(C)(C)C)(C)C, predict the reaction product. The product is: [Si:1]([O:8][CH2:9][C@@H:10]1[CH:15]=[C:14]([I:16])[C@H:13]([OH:17])[CH2:12][N:11]1[C:18]([O:20][C:21]([CH3:24])([CH3:23])[CH3:22])=[O:19])([C:4]([CH3:7])([CH3:6])[CH3:5])([CH3:3])[CH3:2].